This data is from Retrosynthesis with 50K atom-mapped reactions and 10 reaction types from USPTO. The task is: Predict the reactants needed to synthesize the given product. (1) Given the product Cc1ccc(NC(=O)CCl)cc1[N+](=O)[O-], predict the reactants needed to synthesize it. The reactants are: Cc1ccc(N)cc1[N+](=O)[O-].O=C(Cl)CCl. (2) Given the product COc1ccc(COC(=O)CBr)cc1, predict the reactants needed to synthesize it. The reactants are: COc1ccc(CO)cc1.O=C(Br)CBr. (3) Given the product O=C(O)C(CC(O)(Cc1c[nH]c2ccccc12)C(=O)O)=NO, predict the reactants needed to synthesize it. The reactants are: NO.O=C(O)C(=O)CC(O)(Cc1c[nH]c2ccccc12)C(=O)O. (4) Given the product CCOC(=O)CC(=O)NNC(=O)Nc1cccc(OC)c1, predict the reactants needed to synthesize it. The reactants are: CCOC(=O)CC(=O)NN.COc1cccc(N=C=O)c1. (5) Given the product CCn1c(=O)c(=O)[nH]c2ccc(NC(C)=O)cc21, predict the reactants needed to synthesize it. The reactants are: CC(=O)OC(C)=O.CCn1c(=O)c(=O)[nH]c2ccc(N)cc21.